Predict the reactants needed to synthesize the given product. From a dataset of Full USPTO retrosynthesis dataset with 1.9M reactions from patents (1976-2016). Given the product [CH3:23][O:24][CH2:25][C@@H:26]1[CH2:27][N:28]([CH2:32][C:33]2[N:34]=[C:35]([CH3:38])[O:36][CH:37]=2)[CH2:29][CH2:30][N:31]1[C:20](=[O:22])/[CH:19]=[CH:18]/[C:9]1[CH:10]=[CH:11][C:12]([C:14]([F:16])([F:15])[F:17])=[CH:13][C:8]=1[CH2:7][N:5]1[N:4]=[N:3][C:2]([CH3:1])=[N:6]1, predict the reactants needed to synthesize it. The reactants are: [CH3:1][C:2]1[N:3]=[N:4][N:5]([CH2:7][C:8]2[CH:13]=[C:12]([C:14]([F:17])([F:16])[F:15])[CH:11]=[CH:10][C:9]=2/[CH:18]=[CH:19]/[C:20]([OH:22])=O)[N:6]=1.[CH3:23][O:24][CH2:25][C@H:26]1[NH:31][CH2:30][CH2:29][N:28]([CH2:32][C:33]2[N:34]=[C:35]([CH3:38])[O:36][CH:37]=2)[CH2:27]1.